Dataset: Merck oncology drug combination screen with 23,052 pairs across 39 cell lines. Task: Regression. Given two drug SMILES strings and cell line genomic features, predict the synergy score measuring deviation from expected non-interaction effect. (1) Drug 1: CC(=O)OC1C(=O)C2(C)C(O)CC3OCC3(OC(C)=O)C2C(OC(=O)c2ccccc2)C2(O)CC(OC(=O)C(O)C(NC(=O)c3ccccc3)c3ccccc3)C(C)=C1C2(C)C. Drug 2: Cn1cc(-c2cnn3c(N)c(Br)c(C4CCCNC4)nc23)cn1. Cell line: OVCAR3. Synergy scores: synergy=-11.0. (2) Drug 1: CN(C)C(=N)N=C(N)N. Drug 2: CC(C)CC(NC(=O)C(Cc1ccccc1)NC(=O)c1cnccn1)B(O)O. Cell line: KPL1. Synergy scores: synergy=-31.5.